From a dataset of Peptide-MHC class I binding affinity with 185,985 pairs from IEDB/IMGT. Regression. Given a peptide amino acid sequence and an MHC pseudo amino acid sequence, predict their binding affinity value. This is MHC class I binding data. (1) The peptide sequence is KDPPFQWMGY. The MHC is Mamu-B01 with pseudo-sequence Mamu-B01. The binding affinity (normalized) is 0. (2) The peptide sequence is NAILHNIYR. The MHC is Mamu-B8301 with pseudo-sequence Mamu-B8301. The binding affinity (normalized) is 0.585. (3) The peptide sequence is SLVIVTTFV. The MHC is HLA-A01:01 with pseudo-sequence HLA-A01:01. The binding affinity (normalized) is 0.0231. (4) The binding affinity (normalized) is 0.600. The MHC is HLA-A02:06 with pseudo-sequence HLA-A02:06. The peptide sequence is ALLSCISVPV.